The task is: Regression. Given two drug SMILES strings and cell line genomic features, predict the synergy score measuring deviation from expected non-interaction effect.. This data is from NCI-60 drug combinations with 297,098 pairs across 59 cell lines. Drug 1: C1CC(=O)NC(=O)C1N2CC3=C(C2=O)C=CC=C3N. Drug 2: CCC1(CC2CC(C3=C(CCN(C2)C1)C4=CC=CC=C4N3)(C5=C(C=C6C(=C5)C78CCN9C7C(C=CC9)(C(C(C8N6C)(C(=O)OC)O)OC(=O)C)CC)OC)C(=O)OC)O.OS(=O)(=O)O. Cell line: KM12. Synergy scores: CSS=34.8, Synergy_ZIP=-6.36, Synergy_Bliss=-8.98, Synergy_Loewe=-16.3, Synergy_HSA=-4.70.